From a dataset of Reaction yield outcomes from USPTO patents with 853,638 reactions. Predict the reaction yield, written as a fraction of the theoretical maximum amount of product (1.0 means a 100% yield; for example, 0.34 means a 34% yield). (1) The reactants are [Cl:1][C:2]1[CH:3]=[CH:4][C:5]([CH2:9][OH:10])=[C:6]([OH:8])[CH:7]=1.Br[CH2:12][CH2:13][CH2:14][CH3:15].C([O-])([O-])=O.[K+].[K+]. The catalyst is CN(C=O)C. The product is [Cl:1][C:2]1[CH:3]=[CH:4][C:5]([CH2:9][OH:10])=[C:6]([O:8][CH2:12][CH2:13][CH2:14][CH3:15])[CH:7]=1. The yield is 0.460. (2) The catalyst is O1CCOCC1. The yield is 0.380. The reactants are [N:1]1[CH:6]=[CH:5][CH:4]=[CH:3][C:2]=1[CH:7]([OH:14])C1C=CC=CC=1.[H-].[Na+].Cl[C:18]1[CH:23]=[CH:22][N+:21]([O-:24])=[CH:20][CH:19]=1. The product is [N:1]1[CH:6]=[CH:5][CH:4]=[CH:3][C:2]=1[CH2:7][O:14][C:18]1[CH:23]=[CH:22][N+:21]([O-:24])=[CH:20][CH:19]=1.